From a dataset of Experimentally validated miRNA-target interactions with 360,000+ pairs, plus equal number of negative samples. Binary Classification. Given a miRNA mature sequence and a target amino acid sequence, predict their likelihood of interaction. (1) The miRNA is hsa-miR-4751 with sequence AGAGGACCCGUAGCUGCUAGAAGG. The protein sequence of the target gene is MTGGRFDFDDGGTYCGGWEEGKAHGHGICTGPKGQGEYSGSWSHGFEVVGGYTWPSGNTYQGYWAQGKRHGLGVETKGKWMYRGEWSHGFKGRYGVRQSLCTPARYEGTWSNGLQDGYGVETYGDGGTYQGQWAGGMRHGYGVRQSVPYGMATVIRSPLRTSLASLRSEQSNGSVLHDAAAAADSPAGTRGGFVLNFHADAELAGKKKGGLFRRGSLLGSMKLRKSESKSSISSKRSSVRSDAAMSRISSSDANSTISFGDVDCDFCPVEDHVDATTTETYMGEWKNDKRNGFGVSERSN.... Result: 1 (interaction). (2) The miRNA is rno-miR-182 with sequence UUUGGCAAUGGUAGAACUCACACCG. The protein sequence of the target gene is MARRSVLYFILLNALINKGQACFCDHYAWTQWTSCSKTCNSGTQSRHRQIVVDKYYQENFCEQICSKQETRECNWQRCPINCLLGDFGPWSDCDPCIEKQSKVRSVLRPSQFGGQPCTAPLVAFQPCIPSKLCKIEEADCKNKFRCDSGRCIARKLECNGENDCGDNSDERDCGRTKAVCTRKYNPIPSVQLMGNGFHFLAGEPRGEVLDNSFTGGICKTVKSSRTSNPYRVPANLENVGFEVQTAEDDLKTDFYKDLTSLGHNENQQGSFSSQGGSSFSVPIFYSSKRSENINHNSAFK.... Result: 0 (no interaction). (3) The miRNA is hsa-miR-623 with sequence AUCCCUUGCAGGGGCUGUUGGGU. The protein sequence of the target gene is MGRLDGKVIILTAAAQGIGQAAALAFAREGAKVIATDINESKLQELEKYPGIQTRVLDVTKKKQIDQFANEVERLDVLFNVAGFVHHGTVLDCEEKDWDFSMNLNVRSMYLMIKAFLPKMLAQKSGNIINMSSVASSVKGVVNRCVYSTTKAAVIGLTKSVAADFIQQGIRCNCVCPGTVDTPSLQERIQARGNPEEARNDFLKRQKTGRFATAEEIAMLCVYLASDESAYVTGNPVIIDGGWSL. Result: 0 (no interaction). (4) The miRNA is hsa-miR-100-5p with sequence AACCCGUAGAUCCGAACUUGUG. The protein sequence of the target gene is MSSKVSRDTLYEAVREVLHGNQRKRRKFLETVELQISLKNYDPQKDKRFSGTVRLKSTPRPKFSVCVLGDQQHCDEAKAVDIPHMDIEALKKLNKNKKLVKKLAKKYDAFLASESLIKQIPRILGPGLNKAGKFPSLLTHNENMVAKVDEVKSTIKFQMKKVLCLAVAVGHVKMTDDELVYNIHLAVNFLVSLLKKNWQNVRALYIKSTMGKPQRLY. Result: 1 (interaction). (5) The miRNA is dme-miR-279-3p with sequence UGACUAGAUCCACACUCAUUAA. The protein sequence of the target gene is MAVARAGVLGVQWLQRASRNVMPLGARTASHMTKDMFPGPYPRTPEERAAAAKKYNMRVEDYEPYPDDGMGYGDYPKLPDRSQHERDPWYSWDQPGLRLNWGEPMHWHLDMYNRNRVDTSPTPVSWHVMCMQLFGFLAFMIFMCWVGDVYPVYQPVGPKQYPYNNLYLERGGDPSKEPERVVHYEI. Result: 0 (no interaction).